Task: Predict the reactants needed to synthesize the given product.. Dataset: Full USPTO retrosynthesis dataset with 1.9M reactions from patents (1976-2016) (1) Given the product [Cl:1][C:2]1[CH:3]=[C:4]([NH:9][C:10]([NH:13][CH2:14][C:15]2[CH:23]=[CH:22][CH:21]=[C:20]3[C:16]=2[CH2:17][N:18]([CH:25]2[CH2:30][CH2:29][C:28](=[O:31])[NH:27][C:26]2=[O:32])[C:19]3=[O:24])=[O:11])[CH:5]=[CH:6][C:7]=1[Cl:8], predict the reactants needed to synthesize it. The reactants are: [Cl:1][C:2]1[CH:3]=[C:4]([N:9]=[C:10]=[O:11])[CH:5]=[CH:6][C:7]=1[Cl:8].Cl.[NH2:13][CH2:14][C:15]1[CH:23]=[CH:22][CH:21]=[C:20]2[C:16]=1[CH2:17][N:18]([CH:25]1[CH2:30][CH2:29][C:28](=[O:31])[NH:27][C:26]1=[O:32])[C:19]2=[O:24].C(N(CC)CC)C. (2) Given the product [Cl:1][C:2]1[C:11]2[C:6](=[CH:7][CH:8]=[C:9]([CH2:12][OH:13])[CH:10]=2)[N:5]=[C:4]([N:16]2[CH2:22][C:21]3[CH:23]=[CH:24][CH:25]=[CH:26][C:20]=3[S:19](=[O:28])(=[O:27])[CH2:18][CH2:17]2)[CH:3]=1, predict the reactants needed to synthesize it. The reactants are: [Cl:1][C:2]1[C:11]2[C:6](=[CH:7][CH:8]=[C:9]([C:12](OC)=[O:13])[CH:10]=2)[N:5]=[C:4]([N:16]2[CH2:22][C:21]3[CH:23]=[CH:24][CH:25]=[CH:26][C:20]=3[S:19](=[O:28])(=[O:27])[CH2:18][CH2:17]2)[CH:3]=1.[BH4-].[Na+]. (3) Given the product [Cl:28][C:29]1[CH:34]=[C:33]([C:2]2[CH:3]=[C:4]3[C:9](=[CH:10][CH:11]=2)[N:8]=[CH:7][C:6]([C:12](=[O:14])[CH3:13])=[C:5]3[NH:15][C:16]2[CH:17]=[N:18][C:19]([NH:22][CH2:23][CH2:24][N:25]([CH3:27])[CH3:26])=[CH:20][CH:21]=2)[CH:32]=[C:31]([Cl:44])[C:30]=1[OH:45], predict the reactants needed to synthesize it. The reactants are: Br[C:2]1[CH:3]=[C:4]2[C:9](=[CH:10][CH:11]=1)[N:8]=[CH:7][C:6]([C:12](=[O:14])[CH3:13])=[C:5]2[NH:15][C:16]1[CH:17]=[N:18][C:19]([NH:22][CH2:23][CH2:24][N:25]([CH3:27])[CH3:26])=[CH:20][CH:21]=1.[Cl:28][C:29]1[CH:34]=[C:33](B2OC(C)(C)C(C)(C)O2)[CH:32]=[C:31]([Cl:44])[C:30]=1[OH:45]. (4) Given the product [F:47][C:9]([F:8])([F:46])[C:10]1[CH:11]=[C:12]([CH2:20][N:21]([CH3:45])[C:22](=[O:44])[CH2:23]/[C:24](/[C:25]2[CH:26]=[CH:27][C:28]([F:31])=[CH:29][CH:30]=2)=[C:32]2/[CH2:33][NH:34][CH2:35][CH2:36]/2)[CH:13]=[C:14]([C:16]([F:18])([F:19])[F:17])[CH:15]=1, predict the reactants needed to synthesize it. The reactants are: C(O)(C(F)(F)F)=O.[F:8][C:9]([F:47])([F:46])[C:10]1[CH:11]=[C:12]([CH2:20][N:21]([CH3:45])[C:22](=[O:44])[CH2:23]/[C:24](=[C:32]2/[CH2:33][N:34](C(OC(C)(C)C)=O)[CH2:35][CH2:36]/2)/[C:25]2[CH:30]=[CH:29][C:28]([F:31])=[CH:27][CH:26]=2)[CH:13]=[C:14]([C:16]([F:19])([F:18])[F:17])[CH:15]=1.